From a dataset of Forward reaction prediction with 1.9M reactions from USPTO patents (1976-2016). Predict the product of the given reaction. (1) Given the reactants [OH:1][C@@H:2]([C:7]1[CH:12]=[CH:11][CH:10]=[CH:9][CH:8]=1)[CH2:3][C:4]([OH:6])=O.[CH3:13][O:14][C:15]1[CH:16]=[C:17]([N:23]2[CH2:28][CH2:27][NH:26][CH2:25][CH2:24]2)[CH:18]=[CH:19][C:20]=1[O:21][CH3:22].C(Cl)CCl.C1C=CC2N(O)N=NC=2C=1.[CH2:43]([NH2:51])[CH2:44][C:45]1[CH:50]=[CH:49][CH:48]=[CH:47][CH:46]=1.[O:52]1CCC[CH2:53]1, predict the reaction product. The product is: [CH3:13][O:14][C:15]1[CH:16]=[C:17]([N:23]2[CH2:24][CH2:25][N:26]([C:4](=[O:6])[CH2:3][C@@H:2]([O:1][C:53](=[O:52])[NH:51][CH2:43][CH2:44][C:45]3[CH:50]=[CH:49][CH:48]=[CH:47][CH:46]=3)[C:7]3[CH:12]=[CH:11][CH:10]=[CH:9][CH:8]=3)[CH2:27][CH2:28]2)[CH:18]=[CH:19][C:20]=1[O:21][CH3:22]. (2) The product is: [F:38][C:39]([F:44])([F:43])[C:40]([OH:42])=[O:41].[CH3:37][O:36][C:34](=[O:35])[CH2:33][N:17]1[C:16]2[N:15]=[C:14]([N:11]3[CH2:10][CH2:9][NH:8][CH2:13][CH2:12]3)[N:22]([C:23]3[CH:28]=[CH:27][CH:26]=[CH:25][C:24]=3[Cl:29])[C:21]=2[C:20](=[O:30])[N:19]([CH3:31])[C:18]1=[O:32]. Given the reactants C(OC([N:8]1[CH2:13][CH2:12][N:11]([C:14]2[N:22]([C:23]3[CH:28]=[CH:27][CH:26]=[CH:25][C:24]=3[Cl:29])[C:21]3[C:20](=[O:30])[N:19]([CH3:31])[C:18](=[O:32])[N:17]([CH2:33][C:34]([O:36][CH3:37])=[O:35])[C:16]=3[N:15]=2)[CH2:10][CH2:9]1)=O)(C)(C)C.[F:38][C:39]([F:44])([F:43])[C:40]([OH:42])=[O:41], predict the reaction product. (3) Given the reactants [CH3:1][N:2]1[CH:6]=[C:5]([C:7]2[CH:8]=[C:9]3[C:14](=[CH:15][N:16]=2)[N:13]([C:17]2[C:21]4[CH2:22][N:23](C(OC(C)(C)C)=O)[CH2:24][CH2:25][C:20]=4[N:19]([CH:33]4[CH2:38][CH2:37][O:36][CH2:35][CH2:34]4)[N:18]=2)[CH2:12][CH2:11][CH2:10]3)[CH:4]=[N:3]1.FC(F)(F)C(O)=O, predict the reaction product. The product is: [CH3:1][N:2]1[CH:6]=[C:5]([C:7]2[CH:8]=[C:9]3[C:14](=[CH:15][N:16]=2)[N:13]([C:17]2[C:21]4[CH2:22][NH:23][CH2:24][CH2:25][C:20]=4[N:19]([CH:33]4[CH2:38][CH2:37][O:36][CH2:35][CH2:34]4)[N:18]=2)[CH2:12][CH2:11][CH2:10]3)[CH:4]=[N:3]1. (4) Given the reactants [C:1]([O:5][C:6]([N:8]([CH2:13][C:14]1[CH:15]=[CH:16][C:17]([C:20]2[S:28][C:27]3[C:22](=[N:23][CH:24]=[CH:25][C:26]=3[O:29][C:30]3[CH:35]=[CH:34][C:33]([NH:36][C:37](=[O:43])[CH2:38][C:39]([O:41]C)=[O:40])=[CH:32][C:31]=3[F:44])[CH:21]=2)=[N:18][CH:19]=1)[CH2:9][CH2:10][O:11][CH3:12])=[O:7])([CH3:4])([CH3:3])[CH3:2], predict the reaction product. The product is: [C:1]([O:5][C:6]([N:8]([CH2:13][C:14]1[CH:15]=[CH:16][C:17]([C:20]2[S:28][C:27]3[C:22](=[N:23][CH:24]=[CH:25][C:26]=3[O:29][C:30]3[CH:35]=[CH:34][C:33]([NH:36][C:37](=[O:43])[CH2:38][C:39]([OH:41])=[O:40])=[CH:32][C:31]=3[F:44])[CH:21]=2)=[N:18][CH:19]=1)[CH2:9][CH2:10][O:11][CH3:12])=[O:7])([CH3:4])([CH3:2])[CH3:3].